From a dataset of Catalyst prediction with 721,799 reactions and 888 catalyst types from USPTO. Predict which catalyst facilitates the given reaction. (1) Reactant: S(=O)(=O)(O)O.N([O-])=O.[Na+].N[C:11]1[CH:12]=[CH:13][C:14]([CH3:19])=[C:15]([CH:18]=1)[C:16]#[N:17].[BrH:20]. Product: [Br:20][C:11]1[CH:12]=[CH:13][C:14]([CH3:19])=[C:15]([CH:18]=1)[C:16]#[N:17]. The catalyst class is: 15. (2) Reactant: C([Li])(C)(C)C.Br[C:7]1[C:12]([CH3:13])=[CH:11][C:10]([C:14]2[CH:19]=[CH:18][CH:17]=[CH:16][CH:15]=2)=[CH:9][C:8]=1[CH3:20].C[O:22][B:23](OC)[O:24]C.Cl. Product: [CH3:13][C:12]1[C:7]([B:23]([OH:24])[OH:22])=[C:8]([CH3:20])[CH:9]=[C:10]([C:14]2[CH:19]=[CH:18][CH:17]=[CH:16][CH:15]=2)[CH:11]=1. The catalyst class is: 7. (3) Reactant: [CH3:1][O:2][C:3]1[CH:8]=[CH:7][C:6]([CH3:9])=[CH:5][C:4]=1[NH:10][S:11]([C:14]1[CH:15]=[C:16]([C:23]([N:25]2[CH2:30][CH2:29][NH:28][CH:27]([CH3:31])[CH2:26]2)=O)[C:17]2[O:21][CH:20]=[CH:19][C:18]=2[CH:22]=1)(=[O:13])=[O:12].[H-].[H-].[H-].[H-].[Li+].[Al+3].[ClH:38]. The catalyst class is: 1. Product: [ClH:38].[CH3:1][O:2][C:3]1[CH:8]=[CH:7][C:6]([CH3:9])=[CH:5][C:4]=1[NH:10][S:11]([C:14]1[CH:15]=[C:16]([CH2:23][N:25]2[CH2:30][CH2:29][NH:28][CH:27]([CH3:31])[CH2:26]2)[C:17]2[O:21][CH:20]=[CH:19][C:18]=2[CH:22]=1)(=[O:12])=[O:13]. (4) Reactant: O[CH:2]([C:5]1[CH:10]=[CH:9][CH:8]=[C:7]([N+:11]([O-:13])=[O:12])[CH:6]=1)[C:3]#[N:4].N1C=CC=CC=1.S(Cl)([Cl:22])=O. Product: [Cl:22][CH:2]([C:5]1[CH:10]=[CH:9][CH:8]=[C:7]([N+:11]([O-:13])=[O:12])[CH:6]=1)[C:3]#[N:4]. The catalyst class is: 27. (5) Reactant: Br[C:2]1[N:7]=[CH:6][N:5]2[CH:8]=[N:9][N:10]=[C:4]2[C:3]=1[C:11]1[CH:16]=[CH:15][CH:14]=[CH:13][CH:12]=1.[CH:17]([C:19]1[CH:24]=[CH:23][C:22](B(O)O)=[CH:21][CH:20]=1)=[O:18].C([O-])([O-])=O.[Cs+].[Cs+]. Product: [C:11]1([C:3]2[C:4]3[N:5]([CH:8]=[N:9][N:10]=3)[CH:6]=[N:7][C:2]=2[C:22]2[CH:23]=[CH:24][C:19]([CH:17]=[O:18])=[CH:20][CH:21]=2)[CH:16]=[CH:15][CH:14]=[CH:13][CH:12]=1. The catalyst class is: 117. (6) Reactant: [CH:1]1([CH2:4][CH:5]([CH:9]([OH:14])[CH2:10][CH2:11][CH2:12][CH3:13])[C:6]([OH:8])=O)[CH2:3][CH2:2]1.CN(C(ON1N=[N:30][C:25]2[CH:26]=[CH:27][CH:28]=NC1=2)=[N+](C)C)C.F[P-](F)(F)(F)(F)F.C[N:40]1[CH2:45][CH2:44]O[CH2:42][CH2:41]1.[CH3:46][N:47]([CH:49]=[O:50])[CH3:48]. Product: [O:50]=[C:49]1[CH:25]([NH:30][C:6](=[O:8])[CH:5]([CH2:4][CH:1]2[CH2:2][CH2:3]2)[CH:9]([OH:14])[CH2:10][CH2:11][CH2:12][CH3:13])[CH2:26][CH2:27][CH2:28][CH2:46][N:47]1[CH2:48][C:1]1[CH:2]=[CH:3][CH:44]=[C:45]([NH:40][C:41]2[CH:42]=[CH:10][CH:9]=[CH:5][CH:6]=2)[CH:4]=1. The catalyst class is: 6. (7) Reactant: [N+:1]([C:4]1[CH:9]=[CH:8][C:7]([NH:10][C@H:11]2[C:20]3[C:15](=[CH:16][CH:17]=[CH:18][CH:19]=3)[N:14]([C:21]([C:23]3[CH:28]=[CH:27][C:26]([O:29][CH3:30])=[CH:25][CH:24]=3)=[O:22])[C@@H:13]([CH3:31])[CH2:12]2)=[CH:6][CH:5]=1)([O-:3])=[O:2].C(N(C(C)C)CC)(C)C.[C:41](Cl)(=[O:43])[CH3:42]. Product: [N+:1]([C:4]1[CH:9]=[CH:8][C:7]([N:10]([CH:11]2[C:20]3[C:15](=[CH:16][CH:17]=[CH:18][CH:19]=3)[N:14]([C:21](=[O:22])[C:23]3[CH:24]=[CH:25][C:26]([O:29][CH3:30])=[CH:27][CH:28]=3)[CH:13]([CH3:31])[CH2:12]2)[C:41](=[O:43])[CH3:42])=[CH:6][CH:5]=1)([O-:3])=[O:2]. The catalyst class is: 2. (8) Reactant: [Br:1][C:2]1[C:9]([CH2:10]Br)=[CH:8][CH:7]=[CH:6][C:3]=1[C:4]#[N:5].[CH3:12][C:13]([O-:15])=[O:14].[K+]. Product: [C:13]([O:15][CH2:10][C:9]1[CH:8]=[CH:7][CH:6]=[C:3]([C:4]#[N:5])[C:2]=1[Br:1])(=[O:14])[CH3:12]. The catalyst class is: 3.